From a dataset of Forward reaction prediction with 1.9M reactions from USPTO patents (1976-2016). Predict the product of the given reaction. (1) Given the reactants [C:1]1([C:48]2[CH:53]=[CH:52][CH:51]=[CH:50][CH:49]=2)[CH:6]=[CH:5][C:4]([C@@:7]2([O:46][CH3:47])[CH2:11][N:10]([C:12](=[O:41])[C@@H:13]([NH:33][C:34]([O:36][C:37]([CH3:40])([CH3:39])[CH3:38])=[O:35])[CH2:14][N:15]([CH2:28][CH2:29][CH2:30][CH:31]=[CH2:32])[S:16]([C:19]3[CH:24]=[CH:23][CH:22]=[CH:21][C:20]=3[N+:25]([O-:27])=[O:26])(=[O:18])=[O:17])[C@H:9]([C:42]([O:44]C)=[O:43])[CH2:8]2)=[CH:3][CH:2]=1.CO.O, predict the reaction product. The product is: [C:1]1([C:48]2[CH:49]=[CH:50][CH:51]=[CH:52][CH:53]=2)[CH:6]=[CH:5][C:4]([C@@:7]2([O:46][CH3:47])[CH2:11][N:10]([C:12](=[O:41])[C@@H:13]([NH:33][C:34]([O:36][C:37]([CH3:40])([CH3:39])[CH3:38])=[O:35])[CH2:14][N:15]([CH2:28][CH2:29][CH2:30][CH:31]=[CH2:32])[S:16]([C:19]3[CH:24]=[CH:23][CH:22]=[CH:21][C:20]=3[N+:25]([O-:27])=[O:26])(=[O:17])=[O:18])[C@H:9]([C:42]([OH:44])=[O:43])[CH2:8]2)=[CH:3][CH:2]=1. (2) Given the reactants [CH3:1][O:2][C:3]1[CH:8]=[CH:7][C:6]([C:9]2[CH:14]=[CH:13][N:12]=[CH:11][CH:10]=2)=[CH:5][CH:4]=1.C([O-])(O)=O.[Na+].[S:20]([Cl:24])(=O)(=[O:22])[OH:21], predict the reaction product. The product is: [CH3:1][O:2][C:3]1[CH:4]=[CH:5][C:6]([C:9]2[CH:10]=[CH:11][N:12]=[CH:13][CH:14]=2)=[CH:7][C:8]=1[S:20]([Cl:24])(=[O:22])=[O:21]. (3) Given the reactants C1C=C(Cl)C=C(C(OO)=[O:9])C=1.[Cl:12][C:13]1[CH:18]=[CH:17][N:16]=[CH:15][C:14]=1[F:19], predict the reaction product. The product is: [Cl:12][C:13]1[CH:18]=[CH:17][N+:16]([O-:9])=[CH:15][C:14]=1[F:19]. (4) Given the reactants [NH2:1][C:2]1[N:10]=[CH:9][N:8]=[C:7]2[C:3]=1[NH:4][C:5](=[S:11])[NH:6]2.F[B-](F)(F)F.[I:17][C:18]1[CH:23]=[CH:22][C:21]([C:24]([F:27])([F:26])[F:25])=[CH:20][C:19]=1[N+]#N.C([O-])(O)=O.[Na+], predict the reaction product. The product is: [I:17][C:18]1[CH:19]=[CH:20][C:21]([C:24]([F:25])([F:26])[F:27])=[CH:22][C:23]=1[S:11][C:5]1[NH:6][C:7]2[C:3]([N:4]=1)=[C:2]([NH2:1])[N:10]=[CH:9][N:8]=2. (5) Given the reactants Cl[C:2]1[C:7]2[CH2:8][CH2:9][CH2:10][C:6]=2[C:5]([Cl:11])=[N:4][N:3]=1.[Br-].[CH2:13]([Zn+])[C:14]1[CH:19]=[CH:18][CH:17]=[CH:16][CH:15]=1.C([O-])(O)=O.[Na+], predict the reaction product. The product is: [CH2:13]([C:2]1[C:7]2[CH2:8][CH2:9][CH2:10][C:6]=2[C:5]([Cl:11])=[N:4][N:3]=1)[C:14]1[CH:19]=[CH:18][CH:17]=[CH:16][CH:15]=1. (6) Given the reactants [CH2:1]([O:8][C:9]1[CH:18]=[C:17]2[C:12]([C:13](Cl)=[N:14][CH:15]=[N:16]2)=[CH:11][C:10]=1[O:20][CH3:21])[C:2]1[CH:7]=[CH:6][CH:5]=[CH:4][CH:3]=1.[Cl:22][C:23]1[CH:29]=[C:28]([F:30])[C:26]([NH2:27])=[C:25]([F:31])[CH:24]=1.[H-].[Na+], predict the reaction product. The product is: [CH2:1]([O:8][C:9]1[CH:18]=[C:17]2[C:12]([C:13]([NH:27][C:26]3[C:28]([F:30])=[CH:29][C:23]([Cl:22])=[CH:24][C:25]=3[F:31])=[N:14][CH:15]=[N:16]2)=[CH:11][C:10]=1[O:20][CH3:21])[C:2]1[CH:7]=[CH:6][CH:5]=[CH:4][CH:3]=1.